From a dataset of Catalyst prediction with 721,799 reactions and 888 catalyst types from USPTO. Predict which catalyst facilitates the given reaction. (1) Reactant: Cl.[NH2:2][C@H:3]([C:11]([NH:13][C@H:14]([C:25]([NH:27][CH2:28][CH2:29][CH2:30][CH2:31][CH3:32])=[O:26])[CH2:15][C:16]1[CH:21]=[CH:20][C:19]([N+:22]([O-:24])=[O:23])=[CH:18][CH:17]=1)=[O:12])[CH2:4][C:5]1[CH:10]=[CH:9][CH:8]=[CH:7][CH:6]=1.[C:33]1(=[O:39])[O:38][C:36](=[O:37])[CH2:35][CH2:34]1. Product: [OH:38][C:36](=[O:37])[CH2:35][CH2:34][C:33]([NH:2][C@H:3]([C:11]([NH:13][C@H:14]([C:25]([NH:27][CH2:28][CH2:29][CH2:30][CH2:31][CH3:32])=[O:26])[CH2:15][C:16]1[CH:17]=[CH:18][C:19]([N+:22]([O-:24])=[O:23])=[CH:20][CH:21]=1)=[O:12])[CH2:4][C:5]1[CH:10]=[CH:9][CH:8]=[CH:7][CH:6]=1)=[O:39]. The catalyst class is: 66. (2) Product: [NH2:20][C:11]1[CH:12]=[C:13]([CH:18]=[CH:19][C:10]=1[NH:9][CH2:8][CH:5]1[CH2:4][CH2:3][C:2]([F:1])([F:23])[CH2:7][CH2:6]1)[C:14]([O:16][CH3:17])=[O:15]. Reactant: [F:1][C:2]1([F:23])[CH2:7][CH2:6][CH:5]([CH2:8][NH:9][C:10]2[CH:19]=[CH:18][C:13]([C:14]([O:16][CH3:17])=[O:15])=[CH:12][C:11]=2[N+:20]([O-])=O)[CH2:4][CH2:3]1. The catalyst class is: 99. (3) Reactant: [CH3:1][O:2][C:3]1[CH:4]=[C:5]([NH:11][C:12]2[CH:13]=[CH:14][C:15]3[N:16]([C:18]([C:21]4[S:29][C:28]5[CH:27]=CN=[CH:24][C:23]=5[CH:22]=4)=[CH:19][N:20]=3)[N:17]=2)[CH:6]=[CH:7][C:8]=1[O:9][CH3:10].CC1(C)C2C(=C(P(C3C=CC=CC=3)C3C=CC=CC=3)C=CC=2)OC2C(P(C3C=CC=CC=3)C3C=CC=CC=3)=CC=CC1=2.C(=O)([O-])[O-].[K+].[K+].COC1C=[C:82](C=CC=1OC)[NH2:83]. Product: [CH3:1][O:2][C:3]1[CH:4]=[C:5]([NH:11][C:12]2[CH:13]=[CH:14][C:15]3[N:16]([C:18]([C:21]4[S:29][C:28]5=[CH:27][N:83]=[CH:82][CH:24]=[C:23]5[CH:22]=4)=[CH:19][N:20]=3)[N:17]=2)[CH:6]=[CH:7][C:8]=1[O:9][CH3:10]. The catalyst class is: 160.